Dataset: Catalyst prediction with 721,799 reactions and 888 catalyst types from USPTO. Task: Predict which catalyst facilitates the given reaction. (1) Reactant: [CH3:1][C:2]1[CH:7]=[CH:6][N:5]=[CH:4][C:3]=1[C:8]1[C:9]2[N:10]([CH:14]=[CH:15][N:16]=2)[N:11]=[CH:12][CH:13]=1.[I:17]N1C(=O)CCC1=O.C(O)(C(F)(F)F)=O. Product: [I:17][C:14]1[N:10]2[N:11]=[CH:12][CH:13]=[C:8]([C:3]3[CH:4]=[N:5][CH:6]=[CH:7][C:2]=3[CH3:1])[C:9]2=[N:16][CH:15]=1. The catalyst class is: 22. (2) Reactant: Br[C:2]1[CH:16]=[CH:15][C:5]([O:6][CH2:7][CH2:8][N:9]2[CH2:14][CH2:13][CH2:12][CH2:11][CH2:10]2)=[CH:4][CH:3]=1.[CH2:17]([Li])CCC.[C:22]([Si:26]([CH3:56])([CH3:55])[O:27][C:28]1[CH:29]=[CH:30][C:31]2[C:32]3[C:45](=[O:46])[O:44][C:43]4[CH:42]=[C:41]([O:47][Si:48]([C:51]([CH3:54])([CH3:53])[CH3:52])([CH3:50])[CH3:49])[CH:40]=[CH:39][C:38]=4[C:33]=3[CH2:34][O:35][C:36]=2[CH:37]=1)([CH3:25])([CH3:24])[CH3:23].C[Mg]Br. Product: [C:51]([Si:48]([CH3:50])([CH3:49])[O:47][C:41]1[CH:40]=[CH:39][C:38]([C:33]2[CH2:34][O:35][C:36]3[C:31]([C:32]=2[C:45]([OH:46])([C:2]2[CH:16]=[CH:15][C:5]([O:6][CH2:7][CH2:8][N:9]4[CH2:14][CH2:13][CH2:12][CH2:11][CH2:10]4)=[CH:4][CH:3]=2)[CH3:17])=[CH:30][CH:29]=[C:28]([O:27][Si:26]([C:22]([CH3:23])([CH3:25])[CH3:24])([CH3:55])[CH3:56])[CH:37]=3)=[C:43]([OH:44])[CH:42]=1)([CH3:54])([CH3:52])[CH3:53]. The catalyst class is: 1. (3) Reactant: [NH2:1][C:2]1([C:15](=[O:17])[NH2:16])[CH2:7][CH2:6][N:5]([C:8]([O:10][C:11]([CH3:14])([CH3:13])[CH3:12])=[O:9])[CH2:4][CH2:3]1.[F:18][C:19]([F:24])([F:23])[CH2:20][CH:21]=O.C(O[BH-](OC(=O)C)OC(=O)C)(=O)C.[Na+].C(O)(=O)C. Product: [C:15]([C:2]1([NH:1][CH2:21][CH2:20][C:19]([F:24])([F:23])[F:18])[CH2:7][CH2:6][N:5]([C:8]([O:10][C:11]([CH3:12])([CH3:13])[CH3:14])=[O:9])[CH2:4][CH2:3]1)(=[O:17])[NH2:16]. The catalyst class is: 232. (4) Reactant: [CH3:1][C:2]1[CH:3]=[C:4]([CH:27]=[CH:28][CH:29]=1)[NH:5][C:6]1[CH:18]=[C:17]([CH2:19][CH2:20][C:21]2[CH:26]=[CH:25][CH:24]=[CH:23][CH:22]=2)[CH:16]=[CH:15][C:7]=1[C:8]([O:10]C(C)(C)C)=[O:9]. Product: [CH3:1][C:2]1[CH:3]=[C:4]([CH:27]=[CH:28][CH:29]=1)[NH:5][C:6]1[CH:18]=[C:17]([CH2:19][CH2:20][C:21]2[CH:26]=[CH:25][CH:24]=[CH:23][CH:22]=2)[CH:16]=[CH:15][C:7]=1[C:8]([OH:10])=[O:9]. The catalyst class is: 55. (5) Reactant: S([CH:11]1[CH2:45][CH2:44][C@@:43]2([CH3:46])[C:13](=[CH:14][CH2:15][C@@H:16]3[C@@H:42]2[CH2:41][CH2:40][C@@:39]2([CH3:47])[C@H:17]3[CH2:18][C@H:19]([OH:48])[C@@H:20]2[C@H:21]([CH3:38])[CH2:22][CH2:23][CH2:24][C@@H:25]([CH3:37])[CH2:26]S(C2C=CC(C)=CC=2)(=O)=O)[CH2:12]1)(C1C=CC(C)=CC=1)(=O)=O.C([BH-](CC)CC)C.[Li+].O. Product: [OH:48][C@H:19]1[CH2:18][C@@H:17]2[C@:39]([CH3:47])([CH2:40][CH2:41][C@H:42]3[C@H:16]2[CH2:15][CH:14]=[C:13]2[C@:43]3([CH3:46])[CH2:44][CH2:45][CH2:11][CH2:12]2)[C@H:20]1[C@H:21]([CH3:38])[CH2:22][CH2:23][CH2:24][CH:25]([CH3:37])[CH3:26]. The catalyst class is: 7. (6) Reactant: [F:1][C:2]1[CH:3]=[C:4]([OH:11])[C:5]([N+:8]([O-])=O)=[CH:6][CH:7]=1. Product: [NH2:8][C:5]1[CH:6]=[CH:7][C:2]([F:1])=[CH:3][C:4]=1[OH:11]. The catalyst class is: 183.